From a dataset of Ames mutagenicity test results for genotoxicity prediction. Regression/Classification. Given a drug SMILES string, predict its toxicity properties. Task type varies by dataset: regression for continuous values (e.g., LD50, hERG inhibition percentage) or binary classification for toxic/non-toxic outcomes (e.g., AMES mutagenicity, cardiotoxicity, hepatotoxicity). Dataset: ames. (1) The result is 0 (non-mutagenic). The drug is CNC(=O)NC. (2) The compound is CC(=O)c1cc(NC(N)=O)ccc1OC[C@H](O)CNC(C)(C)C. The result is 1 (mutagenic). (3) The drug is CN1CCN=N1. The result is 1 (mutagenic). (4) The compound is CC[C@@H]1NC(=O)c2cc(S(N)(=O)=O)c(Cl)cc2N1. The result is 0 (non-mutagenic).